From a dataset of Full USPTO retrosynthesis dataset with 1.9M reactions from patents (1976-2016). Predict the reactants needed to synthesize the given product. (1) Given the product [CH2:3]([O:10][C:27]1[C:26]([O:25][CH2:24][C@H:20]2[CH2:21][CH2:22][CH2:23][N:18]([C:16]([O:15][C:11]([CH3:14])([CH3:13])[CH3:12])=[O:17])[CH2:19]2)=[CH:31][CH:30]=[CH:29][N:28]=1)[C:4]1[CH:9]=[CH:8][CH:7]=[CH:6][CH:5]=1, predict the reactants needed to synthesize it. The reactants are: [H-].[Na+].[CH2:3]([OH:10])[C:4]1[CH:9]=[CH:8][CH:7]=[CH:6][CH:5]=1.[C:11]([O:15][C:16]([N:18]1[CH2:23][CH2:22][CH2:21][C@H:20]([CH2:24][O:25][C:26]2[C:27](Br)=[N:28][CH:29]=[CH:30][CH:31]=2)[CH2:19]1)=[O:17])([CH3:14])([CH3:13])[CH3:12]. (2) Given the product [C:1]([O:5][C:6]([N:8]1[CH2:11][CH2:10][C@H:9]1[CH3:12])=[O:7])([CH3:4])([CH3:2])[CH3:3], predict the reactants needed to synthesize it. The reactants are: [C:1]([O:5][C:6]([N:8]1[CH2:11][CH2:10][C@H:9]1[CH2:12]OS(C1C=CC(C)=CC=1)(=O)=O)=[O:7])([CH3:4])([CH3:3])[CH3:2].C([BH-](CC)CC)C.[Li+].O. (3) Given the product [CH3:1][C:2]1[CH:8]=[C:7]([CH3:9])[CH:6]=[CH:5][C:3]=1[NH:4][C:12]1[CH:13]=[CH:14][C:15]([CH3:17])=[CH:16][C:11]=1[CH3:10], predict the reactants needed to synthesize it. The reactants are: [CH3:1][C:2]1[CH:8]=[C:7]([CH3:9])[CH:6]=[CH:5][C:3]=1[NH2:4].[CH3:10][C:11]1[CH:16]=[C:15]([CH3:17])[CH:14]=[CH:13][C:12]=1Br.CC(C)([O-])C.[Na+]. (4) Given the product [CH3:29][C:22]1[CH:23]=[CH:18][C:19]([S:24]([O:13][CH2:12][CH:8]2[O:7][C:6]3[CH:5]=[C:4]([S:14]([CH3:17])(=[O:16])=[O:15])[CH:3]=[C:2]([F:1])[C:11]=3[O:10][CH2:9]2)(=[O:25])=[O:26])=[CH:20][CH:21]=1, predict the reactants needed to synthesize it. The reactants are: [F:1][C:2]1[C:11]2[O:10][CH2:9][CH:8]([CH2:12][OH:13])[O:7][C:6]=2[CH:5]=[C:4]([S:14]([CH3:17])(=[O:16])=[O:15])[CH:3]=1.[C:18]1(C)[C:19]([S:24](Cl)(=[O:26])=[O:25])=[CH:20][CH:21]=[CH:22][CH:23]=1.[CH2:29](Cl)Cl.